This data is from Full USPTO retrosynthesis dataset with 1.9M reactions from patents (1976-2016). The task is: Predict the reactants needed to synthesize the given product. Given the product [Br:1][C:2]1[C:7]([CH3:8])=[CH:6][C:5]([N:9]2[C:13]3([CH2:17][CH2:16][CH2:15][CH2:14]3)[C:12](=[O:23])[NH:11][C:10]2=[O:19])=[CH:4][C:3]=1[CH3:20], predict the reactants needed to synthesize it. The reactants are: [Br:1][C:2]1[C:7]([CH3:8])=[CH:6][C:5]([N:9]2[C:13]3([CH2:17][CH2:16][CH2:15][CH2:14]3)[C:12](=N)[NH:11][C:10]2=[O:19])=[CH:4][C:3]=1[CH3:20].O.C(=O)([O-])[OH:23].[Na+].